This data is from Forward reaction prediction with 1.9M reactions from USPTO patents (1976-2016). The task is: Predict the product of the given reaction. (1) Given the reactants [OH:1][CH2:2][CH2:3][CH2:4][CH2:5][CH2:6][CH2:7][CH2:8][CH2:9][CH2:10][CH2:11][CH2:12][CH2:13][N:14]1[CH2:19][CH2:18][CH:17]([C:20]([NH2:22])=O)[CH2:16][CH2:15]1.[H-].[H-].[H-].[H-].[Li+].[Al+3], predict the reaction product. The product is: [NH2:22][CH2:20][CH:17]1[CH2:16][CH2:15][N:14]([CH2:13][CH2:12][CH2:11][CH2:10][CH2:9][CH2:8][CH2:7][CH2:6][CH2:5][CH2:4][CH2:3][CH2:2][OH:1])[CH2:19][CH2:18]1. (2) Given the reactants [CH:1]1[C:10]2[C:5](=[C:6]([CH2:11][CH2:12][CH:13]=[O:14])[CH:7]=[CH:8][CH:9]=2)[CH:4]=[CH:3][N:2]=1.[CH3:15][C:16](C)([O-:18])C.[K+].O, predict the reaction product. The product is: [O:14]1[CH2:15][CH2:16][O:18][CH:13]1[CH:12]=[CH:11][C:6]1[CH:7]=[CH:8][CH:9]=[C:10]2[C:5]=1[CH:4]=[CH:3][N:2]=[CH:1]2. (3) The product is: [CH2:1]([O:8][C:9]1[CH:18]=[CH:17][CH:16]=[C:15]2[C:10]=1[CH2:11][CH2:12][C:13]([C:20]([O:22][CH3:23])=[O:21])=[CH:14]2)[C:2]1[CH:3]=[CH:4][CH:5]=[CH:6][CH:7]=1. Given the reactants [CH2:1]([O:8][C:9]1[CH:18]=[CH:17][CH:16]=[C:15]2[C:10]=1[CH2:11][CH2:12][CH:13]([C:20]([O:22][CH3:23])=[O:21])[CH:14]2O)[C:2]1[CH:7]=[CH:6][CH:5]=[CH:4][CH:3]=1.C1(C)C=CC(S(Cl)(=O)=O)=CC=1, predict the reaction product. (4) Given the reactants CNC(N1CCC2[C:11]([N:15]3[CH2:20][CH2:19]OC[CH2:16]3)=[N:10]C(C3C=CC([N+]([O-])=O)=CC=3)=NC=2C1)=S.[N+:30]([C:33]1[CH:38]=[CH:37][C:36]([C:39]2[N:40]=[C:41]([N:49]3[CH2:54][CH2:53][O:52][CH2:51][CH2:50]3)[C:42]3[CH2:48][CH2:47][NH:46][CH2:45][C:43]=3[N:44]=2)=[CH:35][CH:34]=1)([O-])=O.N(C)=[C:56]=S.[CH3:59][N:60]([CH:62]=[O:63])C, predict the reaction product. The product is: [CH2:59]([NH:60][C:62]([NH:30][C:33]1[CH:38]=[CH:37][C:36]([C:39]2[N:40]=[C:41]([N:49]3[CH2:54][CH2:53][O:52][CH2:51][CH2:50]3)[C:42]3[CH2:48][CH2:47][N:46]([C:11]4[N:15]([CH3:16])[CH:20]=[CH:19][N:10]=4)[CH2:45][C:43]=3[N:44]=2)=[CH:35][CH:34]=1)=[O:63])[CH3:56]. (5) Given the reactants [C:1]([O:5][C:6]([N:8]1[CH2:12][CH2:11][CH2:10][CH:9]1[CH:13]=[C:14](Br)Br)=[O:7])([CH3:4])([CH3:3])[CH3:2].[Li]CCCC, predict the reaction product. The product is: [C:1]([O:5][C:6]([N:8]1[CH2:12][CH2:11][CH2:10][CH:9]1[C:13]#[CH:14])=[O:7])([CH3:4])([CH3:3])[CH3:2]. (6) Given the reactants O=[C:2]1[C:10]2[C:5](=[CH:6][C:7]([C:11]([O:13][CH3:14])=[O:12])=[CH:8][CH:9]=2)[CH2:4][CH2:3]1.[Si:15]([O:22][NH2:23])([C:18]([CH3:21])([CH3:20])[CH3:19])([CH3:17])[CH3:16].C1(C)C(S(O)(=O)=O)=CC=CC=1, predict the reaction product. The product is: [Si:15]([O:22][N:23]=[C:2]1[C:10]2[C:5](=[CH:6][C:7]([C:11]([O:13][CH3:14])=[O:12])=[CH:8][CH:9]=2)[CH2:4][CH2:3]1)([C:18]([CH3:21])([CH3:20])[CH3:19])([CH3:17])[CH3:16]. (7) Given the reactants [C:1]1([S:11](Cl)(=[O:13])=[O:12])[C:10]2[C:5](=[CH:6][CH:7]=[CH:8][CH:9]=2)[CH:4]=[CH:3][CH:2]=1.[C:15]1([NH:21][CH:22]2[CH2:27][CH2:26][N:25]([C:28]([O:30][CH2:31][C@@H:32]([N:40]([CH2:48][C:49]3[CH:54]=[CH:53][CH:52]=[CH:51][CH:50]=3)[CH2:41][C:42]3[CH:47]=[CH:46][CH:45]=[CH:44][CH:43]=3)[CH2:33][C:34]3[CH:39]=[CH:38][CH:37]=[CH:36][CH:35]=3)=[O:29])[CH2:24][CH2:23]2)[CH:20]=[CH:19][CH:18]=[CH:17][CH:16]=1, predict the reaction product. The product is: [C:15]1([N:21]([CH:22]2[CH2:27][CH2:26][N:25]([C:28]([O:30][CH2:31][C@@H:32]([N:40]([CH2:48][C:49]3[CH:50]=[CH:51][CH:52]=[CH:53][CH:54]=3)[CH2:41][C:42]3[CH:47]=[CH:46][CH:45]=[CH:44][CH:43]=3)[CH2:33][C:34]3[CH:35]=[CH:36][CH:37]=[CH:38][CH:39]=3)=[O:29])[CH2:24][CH2:23]2)[S:11]([C:1]2[C:10]3[C:5](=[CH:6][CH:7]=[CH:8][CH:9]=3)[CH:4]=[CH:3][CH:2]=2)(=[O:13])=[O:12])[CH:20]=[CH:19][CH:18]=[CH:17][CH:16]=1.